This data is from Forward reaction prediction with 1.9M reactions from USPTO patents (1976-2016). The task is: Predict the product of the given reaction. Given the reactants [C:1]1([C:7]2[O:8][C:9]3[CH:15]=[CH:14][C:13]([C:16]([OH:18])=O)=[CH:12][C:10]=3[CH:11]=2)[CH:6]=[CH:5][CH:4]=[CH:3][CH:2]=1.[C:19]1([S:29]([NH2:32])(=[O:31])=[O:30])[C:20]([S:25]([NH2:28])(=[O:27])=[O:26])=[CH:21][CH:22]=[CH:23][CH:24]=1.C(Cl)CCl, predict the reaction product. The product is: [C:1]1([C:7]2[O:8][C:9]3[CH:15]=[CH:14][C:13]([C:16]([NH:32][S:29]([C:19]4[CH:24]=[CH:23][CH:22]=[CH:21][C:20]=4[S:25](=[O:27])(=[O:26])[NH2:28])(=[O:31])=[O:30])=[O:18])=[CH:12][C:10]=3[CH:11]=2)[CH:2]=[CH:3][CH:4]=[CH:5][CH:6]=1.